The task is: Predict which catalyst facilitates the given reaction.. This data is from Catalyst prediction with 721,799 reactions and 888 catalyst types from USPTO. (1) Reactant: ClCCl.[Cl:4][C:5]1[CH:31]=[CH:30][C:8]([CH2:9][N:10]2[CH:15]=[N:14][C:13]([N:16]3[CH2:21][CH2:20][N:19]([C:22]4[CH:27]=[CH:26][C:25]([F:28])=[CH:24][CH:23]=4)[CH2:18][CH2:17]3)=[N:12][C:11]2=[O:29])=[CH:7][C:6]=1[O:32]C.B(Br)(Br)Br. Product: [Cl:4][C:5]1[CH:31]=[CH:30][C:8]([CH2:9][N:10]2[CH:15]=[N:14][C:13]([N:16]3[CH2:17][CH2:18][N:19]([C:22]4[CH:23]=[CH:24][C:25]([F:28])=[CH:26][CH:27]=4)[CH2:20][CH2:21]3)=[N:12][C:11]2=[O:29])=[CH:7][C:6]=1[OH:32]. The catalyst class is: 6. (2) Reactant: [C:1]([O:7][CH2:8][CH3:9])(=[O:6])[CH2:2][C:3]([CH3:5])=O.P(Cl)(Cl)(Cl)(Cl)[Cl:11]. Product: [CH2:8]([O:7][C:1](=[O:6])[CH:2]=[C:3]([Cl:11])[CH3:5])[CH3:9]. The catalyst class is: 6. (3) Reactant: [CH:1]([C:4]1[C:8]([CH2:9][OH:10])=[CH:7][N:6]([C:11]2[CH:16]=[CH:15][C:14]([C:17]([F:20])([F:19])[F:18])=[CH:13][CH:12]=2)[N:5]=1)([CH3:3])[CH3:2].O[C:22]1[CH:23]=[C:24]([CH2:28][C:29]([O:31]C)=[O:30])[CH:25]=[CH:26][CH:27]=1.C(P(CCCC)CCCC)CCC.N(C(N1CCCCC1)=O)=NC(N1CCCCC1)=O. Product: [CH:1]([C:4]1[C:8]([CH2:9][O:10][C:22]2[CH:23]=[C:24]([CH2:28][C:29]([OH:31])=[O:30])[CH:25]=[CH:26][CH:27]=2)=[CH:7][N:6]([C:11]2[CH:16]=[CH:15][C:14]([C:17]([F:19])([F:20])[F:18])=[CH:13][CH:12]=2)[N:5]=1)([CH3:3])[CH3:2]. The catalyst class is: 7. (4) Reactant: [S:1]1[C:9]2[CH2:8][CH2:7][NH:6][CH2:5][C:4]=2[CH:3]=[CH:2]1.[CH2:10]([O:12][C:13](=[O:29])[C:14]([CH3:28])([CH3:27])[CH2:15][CH2:16][CH2:17][CH:18](Br)[C:19]1[CH:24]=[CH:23][CH:22]=[CH:21][C:20]=1[Cl:25])[CH3:11].C(=O)([O-])[O-].[K+].[K+].O. Product: [CH2:10]([O:12][C:13](=[O:29])[C:14]([CH3:28])([CH3:27])[CH2:15][CH2:16][CH2:17][CH:18]([C:19]1[CH:24]=[CH:23][CH:22]=[CH:21][C:20]=1[Cl:25])[N:6]1[CH2:7][CH2:8][C:9]2[S:1][CH:2]=[CH:3][C:4]=2[CH2:5]1)[CH3:11]. The catalyst class is: 3. (5) Reactant: Cl.[O:2]([NH2:4])[CH3:3].[Cl:5][C:6]1[CH:11]=[CH:10][C:9]([C:12]([CH:14]2[CH2:16][CH2:15]2)=O)=[CH:8][CH:7]=1. Product: [CH3:3][O:2][N:4]=[C:12]([C:9]1[CH:8]=[CH:7][C:6]([Cl:5])=[CH:11][CH:10]=1)[CH:14]1[CH2:16][CH2:15]1. The catalyst class is: 17. (6) Reactant: [CH2:1]([N:8]1[CH2:13][CH2:12][CH:11]([NH:14][C:15]2[CH:20]=[CH:19][C:18]([F:21])=[CH:17][C:16]=2[NH2:22])[CH2:10][CH2:9]1)[C:2]1[CH:7]=[CH:6][CH:5]=[CH:4][CH:3]=1.[F:34][C:29]([F:35])([C:30]([F:33])([F:32])[F:31])[C:28](O[C:28](=O)[C:29]([F:35])([F:34])[C:30]([F:33])([F:32])[F:31])=O.N. Product: [CH2:1]([N:8]1[CH2:13][CH2:12][CH:11]([N:14]2[C:15]3[CH:20]=[CH:19][C:18]([F:21])=[CH:17][C:16]=3[N:22]=[C:28]2[C:29]([F:35])([F:34])[C:30]([F:33])([F:32])[F:31])[CH2:10][CH2:9]1)[C:2]1[CH:7]=[CH:6][CH:5]=[CH:4][CH:3]=1. The catalyst class is: 13.